The task is: Predict the reaction yield, written as a fraction of the theoretical maximum amount of product (1.0 means a 100% yield; for example, 0.34 means a 34% yield).. This data is from Reaction yield outcomes from USPTO patents with 853,638 reactions. The reactants are S(Cl)([Cl:4])(=O)=O.[Cl:6][C:7]1[CH:8]=[C:9]([C:13]2[O:17][N:16]=[C:15]([CH2:18][O:19][S:20]([CH3:23])(=[O:22])=[O:21])[CH:14]=2)[CH:10]=[CH:11][CH:12]=1. The catalyst is ClCCl. The product is [Cl:4][C:14]1[C:15]([CH2:18][O:19][S:20]([CH3:23])(=[O:22])=[O:21])=[N:16][O:17][C:13]=1[C:9]1[CH:10]=[CH:11][CH:12]=[C:7]([Cl:6])[CH:8]=1. The yield is 0.970.